This data is from Reaction yield outcomes from USPTO patents with 853,638 reactions. The task is: Predict the reaction yield, written as a fraction of the theoretical maximum amount of product (1.0 means a 100% yield; for example, 0.34 means a 34% yield). (1) The reactants are [C:1]1(C)[CH:6]=[CH:5][CH:4]=[CH:3][C:2]=1[C:7]1[N:11]([CH:12]2[CH2:17][CH2:16][CH2:15][CH2:14][O:13]2)[N:10]=[C:9]([NH2:18])[CH:8]=1.[O:20]1[CH2:25][CH2:24][CH2:23][CH2:22][CH:21]1[N:26]1[C:30]([N+:31]([O-:33])=[O:32])=[CH:29][C:28]([C:34]([OH:36])=O)=[N:27]1.[I-].Cl[C:39]1C=CC=C[N+]=1C.CCN(C(C)C)C(C)C. The catalyst is C(Cl)Cl.O. The product is [N+:31]([C:30]1[N:26]([CH:21]2[CH2:22][CH2:23][CH2:24][CH2:25][O:20]2)[N:27]=[C:28]([C:34]([NH:18][C:9]2[CH:8]=[C:7]([C:2]3[CH:1]=[CH:6][C:5]([CH3:39])=[CH:4][CH:3]=3)[N:11]([CH:12]3[CH2:17][CH2:16][CH2:15][CH2:14][O:13]3)[N:10]=2)=[O:36])[CH:29]=1)([O-:33])=[O:32]. The yield is 0.330. (2) The reactants are [OH:1][C:2]1[C:3]([C:13]([OH:15])=[O:14])=[CH:4][CH:5]=[C:6]2[C:11]=1[N:10]=[C:9]([CH3:12])[CH:8]=[CH:7]2.[OH-].[K+].ClCCl. The catalyst is C(O)CCC. The product is [OH:1][C:2]1[C:3]([C:13]([O:15][CH2:3][CH2:2][CH2:11][CH3:6])=[O:14])=[CH:4][CH:5]=[C:6]2[C:11]=1[N:10]=[C:9]([CH3:12])[CH:8]=[CH:7]2. The yield is 0.720. (3) The reactants are [CH2:1]([C:3]1[CH:8]=[CH:7][C:6]([C:9]2[N:13]([CH3:14])[N:12]=[C:11]([C:15](=O)[CH3:16])[C:10]=2[OH:18])=[CH:5][CH:4]=1)[CH3:2].[NH:19]([C:21]([NH:23][C:24]1[CH:32]=[CH:31][C:27]([C:28]([OH:30])=[O:29])=[CH:26][CH:25]=1)=[S:22])[NH2:20].CN(C)C=O. The catalyst is Cl.O. The product is [CH2:1]([C:3]1[CH:8]=[CH:7][C:6]([C:9]2[N:13]([CH3:14])[N:12]=[C:11]([C:15](=[N:20][NH:19][C:21]([NH:23][C:24]3[CH:32]=[CH:31][C:27]([C:28]([OH:30])=[O:29])=[CH:26][CH:25]=3)=[S:22])[CH3:16])[C:10]=2[OH:18])=[CH:5][CH:4]=1)[CH3:2]. The yield is 0.730. (4) The reactants are [P:1]([O-:12])([O:7][C:8]([CH3:11])([CH3:10])[CH3:9])[O:2][C:3]([CH3:6])([CH3:5])[CH3:4].[H-].[Na+].[CH2:15]([O:22][C:23]1[C:24]([CH3:32])=[N:25][CH:26]=[C:27]([CH3:31])[C:28]=1[CH:29]=[O:30])[C:16]1[CH:21]=[CH:20][CH:19]=[CH:18][CH:17]=1. The catalyst is C1COCC1. The product is [C:3]([O:2][P:1]([CH:29]([C:28]1[C:27]([CH3:31])=[CH:26][N:25]=[C:24]([CH3:32])[C:23]=1[O:22][CH2:15][C:16]1[CH:21]=[CH:20][CH:19]=[CH:18][CH:17]=1)[OH:30])(=[O:12])[O:7][C:8]([CH3:11])([CH3:10])[CH3:9])([CH3:5])([CH3:6])[CH3:4]. The yield is 0.950. (5) The reactants are [CH:1]1([N:6]2[CH2:11][CH2:10][N:9]([C:12]([C:14]3[CH:15]=[C:16]4[C:20](=[CH:21][CH:22]=3)[NH:19][C:18]([C:23]([N:25]3[CH2:30][CH2:29][C:28]([F:32])([F:31])[CH2:27][CH2:26]3)=[O:24])=[CH:17]4)=[O:13])[CH2:8][CH2:7]2)[CH2:5][CH2:4][CH2:3][CH2:2]1.[CH3:33][O:34][C:35]([C:37]1[CH:42]=[CH:41][C:40](B(O)O)=[CH:39][CH:38]=1)=[O:36].N1C=CC=CC=1. The catalyst is ClCCl.C([O-])(=O)C.[Cu+2].C([O-])(=O)C. The product is [CH3:33][O:34][C:35](=[O:36])[C:37]1[CH:42]=[CH:41][C:40]([N:19]2[C:20]3[C:16](=[CH:15][C:14]([C:12]([N:9]4[CH2:8][CH2:7][N:6]([CH:1]5[CH2:5][CH2:4][CH2:3][CH2:2]5)[CH2:11][CH2:10]4)=[O:13])=[CH:22][CH:21]=3)[CH:17]=[C:18]2[C:23]([N:25]2[CH2:26][CH2:27][C:28]([F:31])([F:32])[CH2:29][CH2:30]2)=[O:24])=[CH:39][CH:38]=1. The yield is 0.670. (6) The reactants are [C:1]1([C:7]([O:9][C@@H:10]2[CH2:20][O:19][C@@H:12]3[C@@H:13]([OH:18])[C@@H:14]([O:17][C@H:11]23)[O:15][CH3:16])=[O:8])[CH:6]=[CH:5][CH:4]=[CH:3][CH:2]=1.[CH3:21]I. The catalyst is CN(C=O)C.C(OCC)(=O)C.[Ag-]=O. The product is [CH3:21][O:18][C@@H:13]1[C@H:12]2[O:19][CH2:20][C@@H:10]([O:9][C:7]([C:1]3[CH:2]=[CH:3][CH:4]=[CH:5][CH:6]=3)=[O:8])[C@H:11]2[O:17][C@H:14]1[O:15][CH3:16]. The yield is 0.760. (7) The reactants are [C:1]([O:7][CH2:8][N:9]=[N+:10]=[N-:11])(=[O:6])[C:2]([CH3:5])([CH3:4])[CH3:3].[C:12]([C:14]1[CH:19]=[C:18]([O:20][C:21]2[CH:26]=[CH:25][C:24]([NH2:27])=[C:23]([F:28])[CH:22]=2)[CH:17]=[CH:16][N:15]=1)#[CH:13].O=C1O[C@H]([C@H](CO)O)C([O-])=C1O.[Na+]. The catalyst is C(O)(C)(C)C.O.CCOC(C)=O.S([O-])([O-])(=O)=O.[Cu+2]. The product is [C:1]([O:7][CH2:8][N:9]1[CH:13]=[C:12]([C:14]2[CH:19]=[C:18]([O:20][C:21]3[CH:26]=[CH:25][C:24]([NH2:27])=[C:23]([F:28])[CH:22]=3)[CH:17]=[CH:16][N:15]=2)[N:11]=[N:10]1)(=[O:6])[C:2]([CH3:5])([CH3:4])[CH3:3]. The yield is 0.900. (8) The reactants are [Si:1]([O:8][CH2:9][C:10]([CH:12]1[CH2:14][CH2:13]1)=[O:11])([C:4]([CH3:7])([CH3:6])[CH3:5])([CH3:3])[CH3:2].[BH4-].[Na+].[NH4+].[Cl-].Cl. The catalyst is CO.O.CCOC(C)=O.C(Cl)Cl. The product is [Si:1]([O:8][CH2:9][CH:10]([CH:12]1[CH2:13][CH2:14]1)[OH:11])([C:4]([CH3:7])([CH3:6])[CH3:5])([CH3:3])[CH3:2]. The yield is 0.710.